From a dataset of Forward reaction prediction with 1.9M reactions from USPTO patents (1976-2016). Predict the product of the given reaction. Given the reactants Cl[C:2]1[CH:3]=[CH:4][C:5]2[N:6]([CH:8]=[CH:9][C:10](=[O:20])[C:11]=2[C:12]2[C:17]([F:18])=[CH:16][CH:15]=[CH:14][C:13]=2[F:19])[N:7]=1.C([O-])([O-])=O.[Cs+].[Cs+].[F:27][C:28]1[CH:33]=[C:32]([F:34])[CH:31]=[CH:30][C:29]=1[OH:35], predict the reaction product. The product is: [F:27][C:28]1[CH:33]=[C:32]([F:34])[CH:31]=[CH:30][C:29]=1[O:35][C:2]1[CH:3]=[CH:4][C:5]2[N:6]([CH:8]=[CH:9][C:10](=[O:20])[C:11]=2[C:12]2[C:17]([F:18])=[CH:16][CH:15]=[CH:14][C:13]=2[F:19])[N:7]=1.